Dataset: Full USPTO retrosynthesis dataset with 1.9M reactions from patents (1976-2016). Task: Predict the reactants needed to synthesize the given product. (1) The reactants are: [C:1]([C:3]1[N:8]=[CH:7][C:6]([C:9]([OH:11])=O)=[CH:5][CH:4]=1)#[N:2].C(OC([N:19]1[CH2:24][CH2:23][O:22][C@@H:21]([C:25]2[CH:30]=[CH:29][C:28]([NH2:31])=[C:27]([Cl:32])[CH:26]=2)[CH2:20]1)=O)(C)(C)C. Given the product [ClH:32].[Cl:32][C:27]1[CH:26]=[C:25]([C@@H:21]2[O:22][CH2:23][CH2:24][NH:19][CH2:20]2)[CH:30]=[CH:29][C:28]=1[NH:31][C:9](=[O:11])[C:6]1[CH:5]=[CH:4][C:3]([C:1]#[N:2])=[N:8][CH:7]=1, predict the reactants needed to synthesize it. (2) The reactants are: [CH2:1]([O:3][C:4]([C:6]1([C:29]([O:31][CH2:32][CH3:33])=[O:30])[CH2:10][CH2:9][C:8](=[O:11])[N:7]1[C:12]1[CH:13]=[N:14][C:15]([O:18][C:19]2[CH:24]=[CH:23][C:22]([C:25]([NH:27][NH2:28])=[O:26])=[CH:21][CH:20]=2)=[CH:16][CH:17]=1)=[O:5])[CH3:2].[CH3:34]OC(OC)OC. Given the product [CH2:1]([O:3][C:4]([C:6]1([C:29]([O:31][CH2:32][CH3:33])=[O:30])[CH2:10][CH2:9][C:8](=[O:11])[N:7]1[C:12]1[CH:13]=[N:14][C:15]([O:18][C:19]2[CH:24]=[CH:23][C:22]([C:25]3[O:26][CH:34]=[N:28][N:27]=3)=[CH:21][CH:20]=2)=[CH:16][CH:17]=1)=[O:5])[CH3:2], predict the reactants needed to synthesize it. (3) Given the product [F:44][C:37]1[CH:38]=[CH:39][CH:40]=[C:41]([O:42][CH3:43])[C:36]=1[C:35]([NH:34][C@H:30]1[CH2:31][CH2:32][CH2:33][C@@H:29]1[NH:28][C:13]1[CH:18]=[CH:17][C:16]([C:19]([F:22])([F:21])[F:20])=[CH:15][N:14]=1)=[O:45], predict the reactants needed to synthesize it. The reactants are: ClC1C=CC=CC=1C(N[C@H]1CCC[C@@H]1N[C:13]1[CH:18]=[CH:17][C:16]([C:19]([F:22])([F:21])[F:20])=[CH:15][N:14]=1)=O.Cl.[NH2:28][C@H:29]1[CH2:33][CH2:32][CH2:31][C@@H:30]1[NH:34][C:35](=[O:45])[C:36]1[C:41]([O:42][CH3:43])=[CH:40][CH:39]=[CH:38][C:37]=1[F:44].ClC1C=CC(C(F)(F)F)=CN=1. (4) Given the product [OH:1][C:2]1[C:11]([C:31]2[CH:36]=[CH:35][CH:34]=[CH:33][CH:32]=2)=[C:10]2[C:5]([C:6](=[O:24])[N:7]([C:16]3[CH:23]=[CH:22][C:19]([C:20]#[N:21])=[CH:18][CH:17]=3)[C:8]([CH:13]([CH3:15])[CH3:14])=[N:9]2)=[CH:4][CH:3]=1, predict the reactants needed to synthesize it. The reactants are: [OH:1][C:2]1[C:11](I)=[C:10]2[C:5]([C:6](=[O:24])[N:7]([C:16]3[CH:23]=[CH:22][C:19]([C:20]#[N:21])=[CH:18][CH:17]=3)[C:8]([CH:13]([CH3:15])[CH3:14])=[N:9]2)=[CH:4][CH:3]=1.C([O-])([O-])=O.[K+].[K+].[C:31]1(B(O)O)[CH:36]=[CH:35][CH:34]=[CH:33][CH:32]=1. (5) The reactants are: [NH2:1][C:2]1[N:6]([C:7]2[CH:12]=[CH:11][CH:10]=[CH:9][CH:8]=2)[N:5]=[C:4]([CH3:13])[C:3]=1[C:14]#[N:15].S(=O)(=O)(O)[OH:17]. Given the product [NH2:1][C:2]1[N:6]([C:7]2[CH:12]=[CH:11][CH:10]=[CH:9][CH:8]=2)[N:5]=[C:4]([CH3:13])[C:3]=1[C:14]([NH2:15])=[O:17], predict the reactants needed to synthesize it.